This data is from Catalyst prediction with 721,799 reactions and 888 catalyst types from USPTO. The task is: Predict which catalyst facilitates the given reaction. (1) Reactant: [Br:1][C:2]1[CH:7]=[CH:6][C:5]([OH:8])=[CH:4][CH:3]=1.[Br:9][CH:10](Br)[CH3:11].[OH-].[Na+]. Product: [Br:1][C:2]1[CH:7]=[CH:6][C:5]([O:8][CH2:11][CH2:10][Br:9])=[CH:4][CH:3]=1. The catalyst class is: 6. (2) Reactant: [NH2:1][C:2]1[C:3]([C:7]2[N:8]([CH2:32][CH3:33])[C:9]3[CH:14]=[C:13]([O:15][CH2:16][CH2:17][NH:18]C(=O)OC(C)(C)C)[N:12]=[C:11]([C:26]4[CH:30]=[CH:29][O:28][CH:27]=4)[C:10]=3[N:31]=2)=[N:4][O:5][N:6]=1.C(O)(C(F)(F)F)=O. Product: [NH2:18][CH2:17][CH2:16][O:15][C:13]1[N:12]=[C:11]([C:26]2[CH:30]=[CH:29][O:28][CH:27]=2)[C:10]2[N:31]=[C:7]([C:3]3[C:2]([NH2:1])=[N:6][O:5][N:4]=3)[N:8]([CH2:32][CH3:33])[C:9]=2[CH:14]=1. The catalyst class is: 5. (3) Reactant: [C:1]1(B(O)O)[CH:6]=[CH:5][CH:4]=[CH:3][CH:2]=1.[Cl:10][C:11]1[CH:12]=[C:13]([CH:16]=[C:17]([O:20][CH3:21])[C:18]=1[OH:19])[CH:14]=[O:15].N1C=CC=CC=1.C(N(CC)CC)C. Product: [Cl:10][C:11]1[CH:12]=[C:13]([CH:16]=[C:17]([O:20][CH3:21])[C:18]=1[O:19][C:1]1[CH:6]=[CH:5][CH:4]=[CH:3][CH:2]=1)[CH:14]=[O:15]. The catalyst class is: 732. (4) Reactant: [C:1]([O:5][C:6](=[O:16])[CH2:7]P(OCC)(OCC)=O)([CH3:4])([CH3:3])[CH3:2].[H-].[Na+].[Br:19][C:20]1[CH:21]=[C:22]2[C:26](=[CH:27][CH:28]=1)[C:25]1([CH2:33][CH2:32][C:31](=O)[CH2:30][CH2:29]1)[CH2:24][CH2:23]2. Product: [Br:19][C:20]1[CH:21]=[C:22]2[C:26](=[CH:27][CH:28]=1)[C:25]1([CH2:33][CH2:32][C:31](=[CH:7][C:6]([O:5][C:1]([CH3:2])([CH3:3])[CH3:4])=[O:16])[CH2:30][CH2:29]1)[CH2:24][CH2:23]2. The catalyst class is: 1. (5) Reactant: [NH2:1][CH:2]1[CH2:7][CH2:6][N:5]([CH2:8][CH2:9][N:10]2[C:19]3[C:14](=[CH:15][CH:16]=[C:17]([F:20])[CH:18]=3)[C:13]([O:21][CH3:22])=[CH:12][C:11]2=[O:23])[CH2:4][CH2:3]1.[O:24]1[C:33]2[CH:32]=[C:31]([CH:34]=O)[N:30]=[CH:29][C:28]=2[O:27][CH2:26][CH2:25]1.[Cl:36]CCl.CO.C(O[BH-](OC(=O)C)OC(=O)C)(=O)C.[Na+]. Product: [ClH:36].[ClH:36].[O:24]1[C:33]2[CH:32]=[C:31]([CH2:34][NH:1][CH:2]3[CH2:3][CH2:4][N:5]([CH2:8][CH2:9][N:10]4[C:19]5[C:14](=[CH:15][CH:16]=[C:17]([F:20])[CH:18]=5)[C:13]([O:21][CH3:22])=[CH:12][C:11]4=[O:23])[CH2:6][CH2:7]3)[N:30]=[CH:29][C:28]=2[O:27][CH2:26][CH2:25]1. The catalyst class is: 4. (6) Reactant: [NH2:1][C:2]1[N:7]=[C:6]([O:8]S(C(F)(F)F)(=O)=O)[C:5]([N+:16]([O-:18])=[O:17])=[C:4]([C:19]2[O:20][CH:21]=[CH:22][CH:23]=2)[N:3]=1.[CH2:24](O)[CH2:25][CH2:26][CH3:27].C1CCN2C(=NCCC2)CC1. Product: [CH2:24]([O:8][C:6]1[C:5]([N+:16]([O-:18])=[O:17])=[C:4]([C:19]2[O:20][CH:21]=[CH:22][CH:23]=2)[N:3]=[C:2]([NH2:1])[N:7]=1)[CH2:25][CH2:26][CH3:27]. The catalyst class is: 57.